This data is from Catalyst prediction with 721,799 reactions and 888 catalyst types from USPTO. The task is: Predict which catalyst facilitates the given reaction. (1) Reactant: [C:1]1([C:7]2([C:14]3[CH:19]=[CH:18][CH:17]=[CH:16][CH:15]=3)[O:13][CH:8]2[C:9]([O:11][CH3:12])=[O:10])[CH:6]=[CH:5][CH:4]=[CH:3][CH:2]=1.B(F)(F)F.C[CH2:25][O:26]CC. Product: [OH:13][CH:8]([C:7]([O:26][CH3:25])([C:1]1[CH:2]=[CH:3][CH:4]=[CH:5][CH:6]=1)[C:14]1[CH:19]=[CH:18][CH:17]=[CH:16][CH:15]=1)[C:9]([O:11][CH3:12])=[O:10]. The catalyst class is: 5. (2) Reactant: [Cl:1][C:2]1[CH:7]=[CH:6][CH:5]=[CH:4][C:3]=1[C:8]1[N:9](COCC[Si](C)(C)C)[CH:10]=[C:11]([C:13]2[CH:18]=[CH:17][N:16]=[C:15]([NH:19][C:20](=[O:22])[CH3:21])[CH:14]=2)[N:12]=1.CCCC[N+](CCCC)(CCCC)CCCC.[F-]. Product: [Cl:1][C:2]1[CH:7]=[CH:6][CH:5]=[CH:4][C:3]=1[C:8]1[NH:9][CH:10]=[C:11]([C:13]2[CH:18]=[CH:17][N:16]=[C:15]([NH:19][C:20](=[O:22])[CH3:21])[CH:14]=2)[N:12]=1. The catalyst class is: 20. (3) The catalyst class is: 7. Reactant: [CH2:1]([NH:7][C:8]1[CH:40]=[CH:39][C:11]([O:12][C:13]2[CH:14]=[CH:15][C:16]3[N:20]=[C:19]([CH2:21][O:22][C:23]4[CH:36]=[CH:35][C:26]([CH2:27][CH:28]5[S:32][C:31](=[O:33])[NH:30][C:29]5=[O:34])=[CH:25][CH:24]=4)[N:18]([CH3:37])[C:17]=3[CH:38]=2)=[CH:10][CH:9]=1)[CH2:2][CH2:3][CH2:4][CH2:5][CH3:6].[F:41][C:42]1[CH:47]=[CH:46][C:45]([N:48]=[C:49]=[O:50])=[CH:44][CH:43]=1. Product: [O:33]=[C:31]1[NH:30][C:29](=[O:34])[CH:28]([CH2:27][C:26]2[CH:35]=[CH:36][C:23]([O:22][CH2:21][C:19]3[N:18]([CH3:37])[C:17]4[CH:38]=[C:13]([O:12][C:11]5[CH:39]=[CH:40][C:8]([N:7]([CH2:1][CH2:2][CH2:3][CH2:4][CH2:5][CH3:6])[C:49]([NH:48][C:45]6[CH:46]=[CH:47][C:42]([F:41])=[CH:43][CH:44]=6)=[O:50])=[CH:9][CH:10]=5)[CH:14]=[CH:15][C:16]=4[N:20]=3)=[CH:24][CH:25]=2)[S:32]1. (4) Reactant: C([N:8]1[C@@H:13]2[C@@H:14]([OH:16])[CH2:15][C@@:9]1([C:33]1[CH:38]=[CH:37][CH:36]=[CH:35][CH:34]=1)[C@H:10]([O:17][CH2:18][C:19]1[CH:24]=[C:23]([C:25]([F:28])([F:27])[F:26])[CH:22]=[C:21]([C:29]([F:32])([F:31])[F:30])[CH:20]=1)[CH2:11][CH2:12]2)C1C=CC=CC=1. Product: [F:28][C:25]([F:26])([F:27])[C:23]1[CH:24]=[C:19]([CH2:18][O:17][C@@H:10]2[CH2:11][CH2:12][C@@H:13]3[NH:8][C@@:9]2([C:33]2[CH:38]=[CH:37][CH:36]=[CH:35][CH:34]=2)[CH2:15][C@@H:14]3[OH:16])[CH:20]=[C:21]([C:29]([F:30])([F:31])[F:32])[CH:22]=1. The catalyst class is: 45.